Dataset: Reaction yield outcomes from USPTO patents with 853,638 reactions. Task: Predict the reaction yield, written as a fraction of the theoretical maximum amount of product (1.0 means a 100% yield; for example, 0.34 means a 34% yield). (1) The reactants are [CH:1]([C:3]1[CH:8]=[CH:7][CH:6]=[CH:5][C:4]=1[B:9]1[O:17][C:14]([CH3:16])([CH3:15])[C:11]([CH3:13])([CH3:12])[O:10]1)=O.[C:18]([NH:26][NH2:27])(=[O:25])[C:19]1[CH:24]=[CH:23][N:22]=[CH:21][CH:20]=1. The catalyst is C([O-])(=O)C.[Na+]. The product is [CH3:12][C:11]1([CH3:13])[C:14]([CH3:16])([CH3:15])[O:17][B:9]([C:4]2[CH:5]=[CH:6][CH:7]=[CH:8][C:3]=2[CH:1]=[N:27][NH:26][C:18](=[O:25])[C:19]2[CH:24]=[CH:23][N:22]=[CH:21][CH:20]=2)[O:10]1. The yield is 0.670. (2) The reactants are C(=O)(OC)[O:2][C:3]1[CH:8]=[C:7]([N+:9]([O-:11])=[O:10])[C:6]([F:12])=[CH:5][C:4]=1[C:13]([CH3:16])([CH3:15])[CH3:14].N1CCCCC1. The catalyst is C(Cl)Cl. The product is [C:13]([C:4]1[CH:5]=[C:6]([F:12])[C:7]([N+:9]([O-:11])=[O:10])=[CH:8][C:3]=1[OH:2])([CH3:16])([CH3:14])[CH3:15]. The yield is 0.620. (3) The reactants are [C:1]1([S:7]([NH2:10])(=[O:9])=[O:8])[CH:6]=[CH:5][CH:4]=[CH:3][CH:2]=1.[OH-].[Na+].[CH3:13][C:14]1[O:18][C:17]([CH2:19][CH2:20]O)=[CH:16][CH:15]=1.CC1C=CC(S([O-])(=O)=O)=CC=1. The catalyst is CC(C)=O. The product is [CH3:13][C:14]1[O:18][C:17]([CH2:19][CH2:20][NH:10][S:7]([C:1]2[CH:6]=[CH:5][CH:4]=[CH:3][CH:2]=2)(=[O:9])=[O:8])=[CH:16][CH:15]=1. The yield is 0.230. (4) The yield is 0.870. The reactants are [C:1]([O:5][C:6](=[O:64])[CH:7]([NH:13][C:14](=[O:63])[CH2:15][CH2:16][CH:17]([C:56]([O:58][C:59]([CH3:62])([CH3:61])[CH3:60])=[O:57])[NH:18][C:19]([CH:21]1[CH2:26][CH2:25][CH:24]([CH2:27][NH:28][C:29](=[O:55])[CH2:30][CH2:31][CH2:32][CH2:33][CH2:34][CH2:35][CH2:36][CH2:37][CH2:38][CH2:39][CH2:40][CH2:41][CH2:42][CH2:43][CH2:44][CH2:45][CH2:46][CH2:47][C:48]([O:50][C:51]([CH3:54])([CH3:53])[CH3:52])=[O:49])[CH2:23][CH2:22]1)=[O:20])[CH2:8][CH2:9][C:10]([OH:12])=[O:11])([CH3:4])([CH3:3])[CH3:2].[B-](F)(F)(F)F.CN(C(O[N:78]1[C:83](=[O:84])[CH2:82][CH2:81][C:79]1=[O:80])=[N+](C)C)C.CCN(C(C)C)C(C)C. The product is [O:80]=[C:79]1[CH2:81][CH2:82][C:83](=[O:84])[N:78]1[O:11][C:10](=[O:12])[CH2:9][CH2:8][CH:7]([NH:13][C:14](=[O:63])[CH2:15][CH2:16][CH:17]([C:56]([O:58][C:59]([CH3:62])([CH3:61])[CH3:60])=[O:57])[NH:18][C:19]([CH:21]1[CH2:26][CH2:25][CH:24]([CH2:27][NH:28][C:29](=[O:55])[CH2:30][CH2:31][CH2:32][CH2:33][CH2:34][CH2:35][CH2:36][CH2:37][CH2:38][CH2:39][CH2:40][CH2:41][CH2:42][CH2:43][CH2:44][CH2:45][CH2:46][CH2:47][C:48]([O:50][C:51]([CH3:52])([CH3:53])[CH3:54])=[O:49])[CH2:23][CH2:22]1)=[O:20])[C:6]([O:5][C:1]([CH3:2])([CH3:3])[CH3:4])=[O:64]. The catalyst is C1COCC1.